Dataset: NCI-60 drug combinations with 297,098 pairs across 59 cell lines. Task: Regression. Given two drug SMILES strings and cell line genomic features, predict the synergy score measuring deviation from expected non-interaction effect. (1) Cell line: CCRF-CEM. Synergy scores: CSS=78.2, Synergy_ZIP=0.883, Synergy_Bliss=0.676, Synergy_Loewe=-1.08, Synergy_HSA=3.14. Drug 1: C1C(C(OC1N2C=NC3=C(N=C(N=C32)Cl)N)CO)O. Drug 2: C1CC(C1)(C(=O)O)C(=O)O.[NH2-].[NH2-].[Pt+2]. (2) Drug 1: C1CN1C2=NC(=NC(=N2)N3CC3)N4CC4. Drug 2: CC1C(C(CC(O1)OC2CC(CC3=C2C(=C4C(=C3O)C(=O)C5=C(C4=O)C(=CC=C5)OC)O)(C(=O)CO)O)N)O.Cl. Cell line: COLO 205. Synergy scores: CSS=48.7, Synergy_ZIP=-2.31, Synergy_Bliss=-0.317, Synergy_Loewe=-0.171, Synergy_HSA=3.47. (3) Drug 1: CC1CCC2CC(C(=CC=CC=CC(CC(C(=O)C(C(C(=CC(C(=O)CC(OC(=O)C3CCCCN3C(=O)C(=O)C1(O2)O)C(C)CC4CCC(C(C4)OC)O)C)C)O)OC)C)C)C)OC. Drug 2: C1CCC(C(C1)N)N.C(=O)(C(=O)[O-])[O-].[Pt+4]. Cell line: TK-10. Synergy scores: CSS=21.0, Synergy_ZIP=-5.99, Synergy_Bliss=-0.759, Synergy_Loewe=-3.75, Synergy_HSA=2.23. (4) Drug 1: COC1=C(C=C2C(=C1)N=CN=C2NC3=CC(=C(C=C3)F)Cl)OCCCN4CCOCC4. Drug 2: C1=CC(=CC=C1CCC2=CNC3=C2C(=O)NC(=N3)N)C(=O)NC(CCC(=O)O)C(=O)O. Cell line: SN12C. Synergy scores: CSS=24.5, Synergy_ZIP=-10.5, Synergy_Bliss=-10.6, Synergy_Loewe=-5.26, Synergy_HSA=-3.77. (5) Drug 1: C1=CC(=CC=C1CC(C(=O)O)N)N(CCCl)CCCl.Cl. Drug 2: CN(C(=O)NC(C=O)C(C(C(CO)O)O)O)N=O. Cell line: LOX IMVI. Synergy scores: CSS=18.8, Synergy_ZIP=-8.34, Synergy_Bliss=2.03, Synergy_Loewe=3.02, Synergy_HSA=3.77. (6) Drug 1: CN1CCC(CC1)COC2=C(C=C3C(=C2)N=CN=C3NC4=C(C=C(C=C4)Br)F)OC. Drug 2: CC1=C2C(C(=O)C3(C(CC4C(C3C(C(C2(C)C)(CC1OC(=O)C(C(C5=CC=CC=C5)NC(=O)OC(C)(C)C)O)O)OC(=O)C6=CC=CC=C6)(CO4)OC(=O)C)O)C)O. Cell line: U251. Synergy scores: CSS=55.7, Synergy_ZIP=10.2, Synergy_Bliss=9.19, Synergy_Loewe=-1.59, Synergy_HSA=10.6. (7) Drug 1: CN1C2=C(C=C(C=C2)N(CCCl)CCCl)N=C1CCCC(=O)O.Cl. Drug 2: CC1=C(C(=O)C2=C(C1=O)N3CC4C(C3(C2COC(=O)N)OC)N4)N. Cell line: HCC-2998. Synergy scores: CSS=28.9, Synergy_ZIP=-4.23, Synergy_Bliss=-8.34, Synergy_Loewe=-19.0, Synergy_HSA=-3.25.